Dataset: Peptide-MHC class I binding affinity with 185,985 pairs from IEDB/IMGT. Task: Regression. Given a peptide amino acid sequence and an MHC pseudo amino acid sequence, predict their binding affinity value. This is MHC class I binding data. The binding affinity (normalized) is 0.0847. The MHC is HLA-B27:05 with pseudo-sequence HLA-B27:05. The peptide sequence is HEEFTTNYL.